Dataset: Reaction yield outcomes from USPTO patents with 853,638 reactions. Task: Predict the reaction yield, written as a fraction of the theoretical maximum amount of product (1.0 means a 100% yield; for example, 0.34 means a 34% yield). The reactants are [CH3:1][C:2]1([CH3:19])[S:6][C:5](=[O:7])[N:4]([CH2:8][C:9]2[CH:14]=[CH:13][CH:12]=[CH:11][C:10]=2[N+:15]([O-:17])=[O:16])[C:3]1=[O:18].[BH4-].[Li+].[Cl-].[NH4+]. The catalyst is O1CCCC1. The product is [OH:18][CH:3]1[C:2]([CH3:1])([CH3:19])[S:6][C:5](=[O:7])[N:4]1[CH2:8][C:9]1[CH:14]=[CH:13][CH:12]=[CH:11][C:10]=1[N+:15]([O-:17])=[O:16]. The yield is 0.990.